Task: Predict the reactants needed to synthesize the given product.. Dataset: Full USPTO retrosynthesis dataset with 1.9M reactions from patents (1976-2016) (1) Given the product [Cl:1][C:2]1[CH:3]=[CH:4][C:5]([C@H:8]2[C@@H:12]([C:13]3[CH:14]=[CH:15][C:16]([Cl:19])=[CH:17][CH:18]=3)[N:11]([C:20]([N:44]3[CH2:43][CH2:42][N:41]([CH2:40][C:39]([N:38]([CH3:48])[CH3:37])=[O:47])[CH2:46][CH2:45]3)=[O:21])[C:10]([C:23]3[CH:28]=[CH:27][C:26]([C:29]([C:32]#[N:33])([CH3:30])[CH3:31])=[CH:25][C:24]=3[O:34][CH2:35][CH3:36])=[N:9]2)=[CH:6][CH:7]=1, predict the reactants needed to synthesize it. The reactants are: [Cl:1][C:2]1[CH:7]=[CH:6][C:5]([C@H:8]2[C@@H:12]([C:13]3[CH:18]=[CH:17][C:16]([Cl:19])=[CH:15][CH:14]=3)[N:11]([C:20](Cl)=[O:21])[C:10]([C:23]3[CH:28]=[CH:27][C:26]([C:29]([C:32]#[N:33])([CH3:31])[CH3:30])=[CH:25][C:24]=3[O:34][CH2:35][CH3:36])=[N:9]2)=[CH:4][CH:3]=1.[CH3:37][N:38]([CH3:48])[C:39](=[O:47])[CH2:40][N:41]1[CH2:46][CH2:45][NH:44][CH2:43][CH2:42]1. (2) Given the product [NH2:1][C:2]1[C:10]2[C:9]([C:11]3[CH:16]=[CH:15][C:14]([Cl:17])=[C:13]([Cl:18])[CH:12]=3)=[N:8][C:7]([NH:25][CH2:26][CH2:27][CH2:28][CH2:29][OH:30])=[N:6][C:5]=2[S:4][C:3]=1[C:22]([NH2:24])=[O:23], predict the reactants needed to synthesize it. The reactants are: [NH2:1][C:2]1[C:10]2[C:9]([C:11]3[CH:16]=[CH:15][C:14]([Cl:17])=[C:13]([Cl:18])[CH:12]=3)=[N:8][C:7](S(C)=O)=[N:6][C:5]=2[S:4][C:3]=1[C:22]([NH2:24])=[O:23].[NH2:25][CH2:26][CH2:27][CH2:28][CH2:29][OH:30].C(N(CC)CC)C. (3) The reactants are: [Cl:1][C:2]1[CH:3]=[C:4]([CH:20]=[CH2:21])[CH:5]=[C:6]2[C:10]=1[C:9](=[O:11])[N:8]([CH2:12][C:13]1[CH:18]=[CH:17][C:16]([Cl:19])=[CH:15][CH:14]=1)[CH2:7]2.[H][H].CCCCCC.C(OCC)(=O)C. Given the product [Cl:1][C:2]1[CH:3]=[C:4]([CH2:20][CH3:21])[CH:5]=[C:6]2[C:10]=1[C:9](=[O:11])[N:8]([CH2:12][C:13]1[CH:18]=[CH:17][C:16]([Cl:19])=[CH:15][CH:14]=1)[CH2:7]2, predict the reactants needed to synthesize it. (4) Given the product [NH2:8][C@@H:9]([CH2:14][C:15]#[C:16][C:17]1[CH:22]=[CH:21][C:20]([O:23][CH2:24][C:25]2[CH:30]=[CH:29][CH:28]=[CH:27][C:26]=2[F:31])=[CH:19][N:18]=1)[C:10]([O:12][CH3:13])=[O:11], predict the reactants needed to synthesize it. The reactants are: CC(OC([NH:8][C@@H:9]([CH2:14][C:15]#[C:16][C:17]1[CH:22]=[CH:21][C:20]([O:23][CH2:24][C:25]2[CH:30]=[CH:29][CH:28]=[CH:27][C:26]=2[F:31])=[CH:19][N:18]=1)[C:10]([O:12][CH3:13])=[O:11])=O)(C)C.CO.C(Cl)(C)=O. (5) Given the product [NH2:45][C:41]1[CH:40]=[C:39]([C:37]#[C:38][C:2]2[CH:7]=[N:6][C:5]([NH:8][CH2:9][CH2:10][CH2:11][N:46]3[CH2:51][CH2:50][O:55][CH2:48][CH2:47]3)=[N:4][CH:3]=2)[CH:44]=[N:43][CH:42]=1, predict the reactants needed to synthesize it. The reactants are: Br[C:2]1[CH:3]=[N:4][C:5]([NH:8][CH2:9][CH:10](N2CCOCC2)[CH3:11])=[N:6][CH:7]=1.C1(P(C2C=CC=CC=2)C2C=CC=CC=2)C=CC=CC=1.[C:37]([C:39]1[CH:40]=[C:41]([NH2:45])[CH:42]=[N:43][CH:44]=1)#[CH:38].[NH:46]1[CH2:51][CH2:50]C[CH2:48][CH2:47]1.C(O)(=O)CC(CC(O)=O)(C(O)=O)[OH:55]. (6) Given the product [CH3:1][O:2][C:3]1[CH:11]=[CH:10][C:6]([C:7](=[C:13]([CH3:15])[CH3:12])[C:8]#[N:9])=[CH:5][CH:4]=1, predict the reactants needed to synthesize it. The reactants are: [CH3:1][O:2][C:3]1[CH:11]=[CH:10][C:6]([CH2:7][C:8]#[N:9])=[CH:5][CH:4]=1.[CH3:12][C:13]([CH3:15])=O.[OH-].[K+]. (7) Given the product [C:13]1([CH3:24])[CH:12]=[CH:17][CH:16]=[CH:15][C:14]=1[CH2:18][CH2:19][CH:20]=[CH:21][CH2:1][CH2:2][CH2:3][CH2:4][CH2:5][CH2:6][CH2:7][CH2:8][CH3:9], predict the reactants needed to synthesize it. The reactants are: [CH2:1]=[CH:2][CH2:3][CH2:4][CH2:5][CH2:6][CH2:7][CH2:8][CH2:9]CC.[C:12]1(C)[CH:17]=[CH:16][CH:15]=[C:14]([CH:18]=[CH:19][CH2:20][CH3:21])[CH:13]=1.Cl[CH2:24]Cl. (8) Given the product [F:30][C:31]1[CH:32]=[C:33]([C:37]2[N:40]=[C:27]([CH:13]3[CH2:14][CH:15]([C:17]4[CH:22]=[CH:21][CH:20]=[C:19]([C:23]([F:24])([F:25])[F:26])[CH:18]=4)[CH2:16][N:11]([C:9]([N:6]4[CH2:7][CH2:8][CH:3]([C:1]#[N:2])[CH2:4][CH2:5]4)=[O:10])[CH2:12]3)[O:29][N:38]=2)[CH:34]=[CH:35][CH:36]=1, predict the reactants needed to synthesize it. The reactants are: [C:1]([CH:3]1[CH2:8][CH2:7][N:6]([C:9]([N:11]2[CH2:16][CH:15]([C:17]3[CH:22]=[CH:21][CH:20]=[C:19]([C:23]([F:26])([F:25])[F:24])[CH:18]=3)[CH2:14][CH:13]([C:27]([OH:29])=O)[CH2:12]2)=[O:10])[CH2:5][CH2:4]1)#[N:2].[F:30][C:31]1[CH:32]=[C:33]([C:37](=[NH:40])[NH:38]O)[CH:34]=[CH:35][CH:36]=1.